From a dataset of Peptide-MHC class I binding affinity with 185,985 pairs from IEDB/IMGT. Regression. Given a peptide amino acid sequence and an MHC pseudo amino acid sequence, predict their binding affinity value. This is MHC class I binding data. (1) The MHC is Mamu-A2201 with pseudo-sequence Mamu-A2201. The peptide sequence is FPREGVFVF. The binding affinity (normalized) is 0.606. (2) The peptide sequence is YSQGAFTPL. The MHC is HLA-B08:01 with pseudo-sequence HLA-B08:01. The binding affinity (normalized) is 0.213.